Dataset: Forward reaction prediction with 1.9M reactions from USPTO patents (1976-2016). Task: Predict the product of the given reaction. (1) Given the reactants C(O)C.O.[OH-].[K+].[CH2:7]([O:9][CH:10]([N:12]1[C:16]2[S:17][C:18]([C:20]([O:22]CC)=[O:21])=[CH:19][C:15]=2[C:14]([NH:25][C:26]([C:28]2[S:29][CH:30]=[CH:31][CH:32]=2)=[O:27])=[N:13]1)[CH3:11])[CH3:8], predict the reaction product. The product is: [CH2:7]([O:9][CH:10]([N:12]1[C:16]2[S:17][C:18]([C:20]([OH:22])=[O:21])=[CH:19][C:15]=2[C:14]([NH:25][C:26]([C:28]2[S:29][CH:30]=[CH:31][CH:32]=2)=[O:27])=[N:13]1)[CH3:11])[CH3:8]. (2) The product is: [CH3:51][O:52][C:53](=[O:56])[CH2:54][NH:55][C:12]([C:10]1[S:11][C:7]([C:1]2[CH:6]=[CH:5][CH:4]=[CH:3][CH:2]=2)=[CH:8][C:9]=1[NH:15][S:16]([C:19]1[CH:24]=[CH:23][C:22]([CH3:25])=[CH:21][CH:20]=1)(=[O:18])=[O:17])=[O:13]. Given the reactants [C:1]1([C:7]2[S:11][C:10]([C:12](O)=[O:13])=[C:9]([NH:15][S:16]([C:19]3[CH:24]=[CH:23][C:22]([CH3:25])=[CH:21][CH:20]=3)(=[O:18])=[O:17])[CH:8]=2)[CH:6]=[CH:5][CH:4]=[CH:3][CH:2]=1.CN(C(ON1N=NC2C=CC=NC1=2)=[N+](C)C)C.F[P-](F)(F)(F)(F)F.Cl.[CH3:51][O:52][C:53](=[O:56])[CH2:54][NH2:55].N1C(C)=CC(C)=CC=1C, predict the reaction product. (3) The product is: [Br:1][C:2]1[C:10]2[NH:9][CH:8]=[N:7][C:6]=2[CH:5]=[C:4]([Br:17])[C:3]=1[NH:11][C:12]1[NH:13][CH2:14][CH2:15][N:16]=1. Given the reactants [Br:1][C:2]1[C:10]2[NH:9][CH:8]=[N:7][C:6]=2[CH:5]=[CH:4][C:3]=1[NH:11][C:12]1[NH:13][CH2:14][CH2:15][N:16]=1.[Br:17]Br.N, predict the reaction product. (4) Given the reactants [Cl:1][C:2]1[CH:3]=[C:4]([NH2:20])[CH:5]=[C:6]([Cl:19])[C:7]=1[CH2:8][C:9]1[CH:18]=[CH:17][C:16]2[C:11](=[CH:12][CH:13]=[CH:14][CH:15]=2)[N:10]=1.[Cl:21][C:22]1[CH:27]=[C:26]([Cl:28])[C:25]([CH3:29])=[CH:24][C:23]=1[S:30](Cl)(=[O:32])=[O:31], predict the reaction product. The product is: [Cl:21][C:22]1[CH:27]=[C:26]([Cl:28])[C:25]([CH3:29])=[CH:24][C:23]=1[S:30]([NH:20][C:4]1[CH:5]=[C:6]([Cl:19])[C:7]([CH2:8][C:9]2[CH:18]=[CH:17][C:16]3[C:11](=[CH:12][CH:13]=[CH:14][CH:15]=3)[N:10]=2)=[C:2]([Cl:1])[CH:3]=1)(=[O:32])=[O:31]. (5) Given the reactants [CH3:1][C:2]1[O:6][N:5]=[C:4]([C:7]2[CH:12]=[CH:11][CH:10]=[CH:9][N:8]=2)[C:3]=1[CH2:13][OH:14].[CH3:15][O:16][C:17]([C:19]1[S:23][N:22]=[C:21](O)[CH:20]=1)=[O:18].C1(P(C2C=CC=CC=2)C2C=CC=CC=2)C=CC=CC=1.N(C(OCC)=O)=NC(OCC)=O, predict the reaction product. The product is: [CH3:15][O:16][C:17]([C:19]1[S:23][N:22]=[C:21]([O:14][CH2:13][C:3]2[C:4]([C:7]3[CH:12]=[CH:11][CH:10]=[CH:9][N:8]=3)=[N:5][O:6][C:2]=2[CH3:1])[CH:20]=1)=[O:18]. (6) Given the reactants [O:1]1[CH2:6][CH2:5][CH:4]([C:7]([N:9]2[CH2:15][C:14]3[CH:16]=[CH:17][C:18]([C:20]([O:22]C)=O)=[CH:19][C:13]=3[O:12][CH2:11][CH:10]2[CH:24]2[CH2:29][CH2:28][O:27][CH2:26][CH2:25]2)=[O:8])[CH2:3][CH2:2]1.[NH2:30][OH:31].[OH-].[Na+], predict the reaction product. The product is: [OH:31][NH:30][C:20]([C:18]1[CH:17]=[CH:16][C:14]2[CH2:15][N:9]([C:7]([CH:4]3[CH2:3][CH2:2][O:1][CH2:6][CH2:5]3)=[O:8])[CH:10]([CH:24]3[CH2:25][CH2:26][O:27][CH2:28][CH2:29]3)[CH2:11][O:12][C:13]=2[CH:19]=1)=[O:22].